From a dataset of Reaction yield outcomes from USPTO patents with 853,638 reactions. Predict the reaction yield, written as a fraction of the theoretical maximum amount of product (1.0 means a 100% yield; for example, 0.34 means a 34% yield). (1) The reactants are C(OC([N:8]1[CH2:13][CH2:12][CH:11]([NH:14][CH2:15][CH:16]([OH:23])[C:17]2[CH:22]=[CH:21][CH:20]=[CH:19][N:18]=2)[CH2:10][CH2:9]1)=O)(C)(C)C.[ClH:24].O1CCOCC1. The catalyst is CO. The product is [ClH:24].[ClH:24].[NH:8]1[CH2:13][CH2:12][CH:11]([NH:14][CH2:15][CH:16]([C:17]2[CH:22]=[CH:21][CH:20]=[CH:19][N:18]=2)[OH:23])[CH2:10][CH2:9]1. The yield is 0.880. (2) The reactants are [C:1]1([N:7]2[CH2:12][CH2:11][NH:10][CH2:9][C:8]2=[O:13])[CH:6]=[CH:5][CH:4]=[CH:3][CH:2]=1.C(N(CC)CC)C.[F:21][C:22]([F:33])([F:32])[C:23](O[C:23](=[O:24])[C:22]([F:33])([F:32])[F:21])=[O:24]. The catalyst is C(Cl)Cl. The product is [C:1]1([N:7]2[CH2:12][CH2:11][N:10]([C:23](=[O:24])[C:22]([F:33])([F:32])[F:21])[CH2:9][C:8]2=[O:13])[CH:2]=[CH:3][CH:4]=[CH:5][CH:6]=1. The yield is 0.620. (3) The reactants are [O:1]=[C:2]([OH:14])[C@@H:3]([C@H:5]([C@@H:7]([C@@H:9]([C:11]([OH:13])=[O:12])[OH:10])[OH:8])[OH:6])[OH:4].[Na:15][Na].O=C[C@@H]([C@H]([C@@H]([C@@H](CO)O)O)O)O. No catalyst specified. The product is [O:1]=[C:2]([O-:14])[C@@H:3]([C@H:5]([C@@H:7]([C@@H:9]([C:11]([O-:13])=[O:12])[OH:10])[OH:8])[OH:6])[OH:4].[Na+:15].[Na+:15]. The yield is 0.979. (4) The reactants are [CH2:1]([O:4][C:5]1([CH3:48])[CH2:10][CH2:9][N:8]([C:11]2[N:16]3[N:17]=[C:18]([C:20]4[O:21][C:22]([CH2:25][C:26]5[CH:31]=[CH:30][CH:29]=[CH:28][C:27]=5[O:32][CH2:33]C=C)=[CH:23][N:24]=4)[CH:19]=[C:15]3[N:14]=[C:13]([CH3:36])[C:12]=2[C@H:37]([O:43][C:44]([CH3:47])([CH3:46])[CH3:45])[C:38]([O:40][CH2:41][CH3:42])=[O:39])[CH2:7][CH2:6]1)[CH:2]=[CH2:3]. The catalyst is ClCCCl.CC1C=C(C)C(N2C(=[Ru](Cl)(Cl)=CC3C=CC=CC=3OC(C)C)N(C3C(C)=CC(C)=CC=3C)CC2)=C(C)C=1. The product is [C:44]([O:43][C@@H:37]([C:12]1[C:13]([CH3:36])=[N:14][C:15]2=[CH:19][C:18]3=[N:17][N:16]2[C:11]=1[N:8]1[CH2:7][CH2:6][C:5]([CH3:48])([O:4][CH2:1][CH:2]=[CH:3][CH2:33][O:32][C:27]2[CH:28]=[CH:29][CH:30]=[CH:31][C:26]=2[CH2:25][C:22]2[O:21][C:20]3=[N:24][CH:23]=2)[CH2:10][CH2:9]1)[C:38]([O:40][CH2:41][CH3:42])=[O:39])([CH3:47])([CH3:45])[CH3:46]. The yield is 0.487. (5) The reactants are C1(P(C2C=CC=CC=2)C2C=CC=CC=2)C=CC=CC=1.CCOC(/N=N/C(OCC)=O)=O.[F:32][C:33]1[C:41]([OH:42])=[CH:40][CH:39]=[C:38]([F:43])[C:34]=1[C:35]([NH2:37])=[O:36].[CH3:44][O:45][C:46]1[CH:51]=[CH:50][C:49]([C:52]2[N:53]=[C:54]([C@H:57](O)[CH3:58])[O:55][CH:56]=2)=[CH:48][CH:47]=1.C[N+](CC(O)=O)(C)C. The catalyst is C1COCC1. The product is [F:32][C:33]1[C:41]([O:42][C@H:57]([C:54]2[O:55][CH:56]=[C:52]([C:49]3[CH:50]=[CH:51][C:46]([O:45][CH3:44])=[CH:47][CH:48]=3)[N:53]=2)[CH3:58])=[CH:40][CH:39]=[C:38]([F:43])[C:34]=1[C:35]([NH2:37])=[O:36]. The yield is 0.590. (6) The reactants are [F:1][C:2]1[CH:3]=[C:4]([C:9](=[O:11])[CH3:10])[CH:5]=[C:6]([F:8])[CH:7]=1.[Br:12]Br. The catalyst is O1CCOCC1. The product is [Br:12][CH2:10][C:9]([C:4]1[CH:3]=[C:2]([F:1])[CH:7]=[C:6]([F:8])[CH:5]=1)=[O:11]. The yield is 0.640.